Dataset: Forward reaction prediction with 1.9M reactions from USPTO patents (1976-2016). Task: Predict the product of the given reaction. (1) Given the reactants [C:1]1([C:7]23[C:19]4[CH:20]=[CH:21][CH:22]=[CH:23][C:18]=4[S:17](=[O:25])(=[O:24])[CH2:16][C:10]4([CH2:15][CH2:14][CH2:13][CH2:12][CH2:11]4)[CH:8]2[O:9]3)[CH:6]=[CH:5][CH:4]=[CH:3][CH:2]=1.C(O)C.[H][H], predict the reaction product. The product is: [OH:9][C@@H:8]1[C:10]2([CH2:11][CH2:12][CH2:13][CH2:14][CH2:15]2)[CH2:16][S:17](=[O:25])(=[O:24])[C:18]2[CH:23]=[CH:22][CH:21]=[CH:20][C:19]=2[C@H:7]1[C:1]1[CH:6]=[CH:5][CH:4]=[CH:3][CH:2]=1. (2) The product is: [Br:19][CH2:3][C:4]1[C:9]([CH2:10][CH3:11])=[CH:8][CH:7]=[CH:6][C:5]=1[N:12]1[C:16](=[O:17])[N:15]([CH3:18])[N:14]=[N:13]1. Given the reactants CO[CH2:3][C:4]1[C:9]([CH2:10][CH3:11])=[CH:8][CH:7]=[CH:6][C:5]=1[N:12]1[C:16](=[O:17])[N:15]([CH3:18])[N:14]=[N:13]1.[BrH:19].C(O)(=O)C.[Cl-].[Na+], predict the reaction product. (3) The product is: [N:108]1[CH:109]=[CH:110][CH:111]=[C:106]([C:104]2[N:105]=[C:101]([NH:100][C:95]3[CH:94]=[C:93]([NH:92][C:90](=[O:91])[C:89]4[CH:112]=[CH:113][C:86]([C:150]([NH:152][O:153][CH:8]5[CH2:9][CH2:10][CH2:11][CH2:13][O:14]5)=[O:151])=[CH:87][CH:88]=4)[CH:98]=[CH:97][CH:96]=3)[S:102][CH:103]=2)[CH:107]=1. Given the reactants [K+].[Br-].ONC(=O)/C=C/[C:8]1S[C:11]([C:13](NC2C=CC(C)=C(NC3SC=C(C4C=NC=CC=4)N=3)C=2)=[O:14])=[CH:10][CH:9]=1.NC1C=CC=CC=1NC(=O)/C=C/C1C=CC(C2C=C3C(=CC=2)N=CN=C3NC2C=CC(OCC3C=CC=C(F)C=3)=C(Cl)C=2)=CC=1.ONC(=O)/C=C/[C:86]1[CH:113]=[CH:112][C:89]([C:90]([NH:92][C:93]2[CH:98]=[CH:97][C:96](C)=[C:95]([NH:100][C:101]3[S:102][CH:103]=[C:104]([C:106]4[CH:107]=[N:108][CH:109]=[CH:110][CH:111]=4)[N:105]=3)[CH:94]=2)=[O:91])=[CH:88][CH:87]=1.ClC1C=C(NC2C3C(=CC=C(C4C=C(/C=C/[C:150]([NH:152][OH:153])=[O:151])C=CC=4)C=3)N=CN=2)C=CC=1OCC1C=CC=C(F)C=1, predict the reaction product.